From a dataset of Forward reaction prediction with 1.9M reactions from USPTO patents (1976-2016). Predict the product of the given reaction. (1) The product is: [CH3:35][O:36][C:37]1[CH:42]=[CH:41][C:40]([C:7]2[C:8]([CH3:31])([CH3:32])[O:9][C:10](=[O:30])[C:11]=2[C:12]2[CH:13]=[CH:14][C:15]([O:18][CH2:19][C:20]3[CH:29]=[CH:28][C:27]4[C:22](=[CH:23][CH:24]=[CH:25][CH:26]=4)[N:21]=3)=[CH:16][CH:17]=2)=[CH:39][CH:38]=1. Given the reactants FC(F)(F)S(O[C:7]1[C:8]([CH3:32])([CH3:31])[O:9][C:10](=[O:30])[C:11]=1[C:12]1[CH:17]=[CH:16][C:15]([O:18][CH2:19][C:20]2[CH:29]=[CH:28][C:27]3[C:22](=[CH:23][CH:24]=[CH:25][CH:26]=3)[N:21]=2)=[CH:14][CH:13]=1)(=O)=O.[CH3:35][O:36][C:37]1[CH:42]=[CH:41][C:40](B(O)O)=[CH:39][CH:38]=1.C([O-])([O-])=O.[Na+].[Na+], predict the reaction product. (2) The product is: [C:12]([O:11][C:9]([N:28]1[CH2:29][CH2:30][N:25]([C:22]2[CH:21]=[CH:20][C:19]([N+:16]([O-:18])=[O:17])=[CH:24][CH:23]=2)[CH2:26][CH2:27]1)=[O:10])([CH3:13])([CH3:14])[CH3:15]. Given the reactants [C:12]([O:11][C:9](O[C:9]([O:11][C:12]([CH3:15])([CH3:14])[CH3:13])=[O:10])=[O:10])([CH3:15])([CH3:14])[CH3:13].[N+:16]([C:19]1[CH:24]=[CH:23][C:22]([N:25]2[CH2:30][CH2:29][NH:28][CH2:27][CH2:26]2)=[CH:21][CH:20]=1)([O-:18])=[O:17].C(N(CC)CC)C, predict the reaction product. (3) Given the reactants [CH2:1]([NH:8][C:9]1[C:10]2[N:11]([CH:25]=[CH:26][C:27]=2Cl)[N:12]=[C:13]([C:15]2[CH:16]=[C:17]([NH:21][C:22](=[O:24])[CH3:23])[CH:18]=[N:19][CH:20]=2)[CH:14]=1)[C:2]1[CH:7]=[CH:6][CH:5]=[CH:4][CH:3]=1.[C:29]1(B(O)O)[CH:34]=[CH:33][CH:32]=[CH:31][CH:30]=1.C1(P(C2CCCCC2)C2C=CC=CC=2C2C(C(C)C)=CC(C(C)C)=CC=2C(C)C)CCCCC1.C([O-])([O-])=O.[K+].[K+].C(NC1C2N(C=CC=2C2C=CC=CC=2)N=C(C2C=C(S(NC(C)(C)C)(=O)=O)C=NC=2)C=1)C1C=CC=CC=1, predict the reaction product. The product is: [CH2:1]([NH:8][C:9]1[C:10]2[N:11]([CH:25]=[CH:26][C:27]=2[C:29]2[CH:34]=[CH:33][CH:32]=[CH:31][CH:30]=2)[N:12]=[C:13]([C:15]2[CH:16]=[C:17]([NH:21][C:22](=[O:24])[CH3:23])[CH:18]=[N:19][CH:20]=2)[CH:14]=1)[C:2]1[CH:7]=[CH:6][CH:5]=[CH:4][CH:3]=1.